Dataset: Forward reaction prediction with 1.9M reactions from USPTO patents (1976-2016). Task: Predict the product of the given reaction. (1) Given the reactants [Br:1][C:2]1[C:3]2[N:4]([CH:12]=[C:13]([C:15]3[O:19][N:18]=[C:17]([C:20]4[CH:25]=[CH:24][C:23]([CH2:26][OH:27])=[CH:22][C:21]=4[Cl:28])[N:16]=3)[N:14]=2)[CH:5]=[C:6]([C:8]([F:11])([F:10])[F:9])[CH:7]=1.CC(OI1(OC(C)=O)(OC(C)=O)OC(=O)C2C=CC=CC1=2)=O, predict the reaction product. The product is: [Br:1][C:2]1[C:3]2[N:4]([CH:12]=[C:13]([C:15]3[O:19][N:18]=[C:17]([C:20]4[CH:25]=[CH:24][C:23]([CH:26]=[O:27])=[CH:22][C:21]=4[Cl:28])[N:16]=3)[N:14]=2)[CH:5]=[C:6]([C:8]([F:9])([F:11])[F:10])[CH:7]=1. (2) Given the reactants [Br:1][C:2]1[CH:3]=[CH:4][C:5]([Cl:19])=[C:6]([C:8]2[NH:12][C:11]3[CH:13]=[CH:14][C:15]([O:17][CH3:18])=[CH:16][C:10]=3[N:9]=2)[CH:7]=1.[CH3:20][C:21]([O:24][C:25](O[C:25]([O:24][C:21]([CH3:23])([CH3:22])[CH3:20])=[O:26])=[O:26])([CH3:23])[CH3:22], predict the reaction product. The product is: [C:21]([O:24][C:25]([N:12]1[C:11]2[CH:13]=[CH:14][C:15]([O:17][CH3:18])=[CH:16][C:10]=2[N:9]=[C:8]1[C:6]1[CH:7]=[C:2]([Br:1])[CH:3]=[CH:4][C:5]=1[Cl:19])=[O:26])([CH3:23])([CH3:22])[CH3:20].